The task is: Predict the reaction yield, written as a fraction of the theoretical maximum amount of product (1.0 means a 100% yield; for example, 0.34 means a 34% yield).. This data is from Reaction yield outcomes from USPTO patents with 853,638 reactions. (1) The reactants are [CH3:1][CH2:2][C:3](=O)[CH2:4][C:5](=O)[CH2:6][CH3:7].[NH2:10][C:11]1[N:15]=[C:14]([S:16][CH3:17])[NH:13][N:12]=1. The catalyst is C(O)(=O)C. The product is [CH2:2]([C:3]1[CH:4]=[C:5]([CH2:6][CH3:7])[N:12]2[N:13]=[C:14]([S:16][CH3:17])[N:15]=[C:11]2[N:10]=1)[CH3:1]. The yield is 0.880. (2) The reactants are [CH2:1]([O:8][C:9]1[C:10]([CH2:27][N:28]2[CH2:33][CH2:32][N:31](C(OC(C)(C)C)=O)[CH2:30][CH2:29]2)=[C:11]2[C:15](=[CH:16][CH:17]=1)[N:14]([S:18]([C:21]1[CH:26]=[CH:25][CH:24]=[CH:23][CH:22]=1)(=[O:20])=[O:19])[CH:13]=[CH:12]2)[C:2]1[CH:7]=[CH:6][CH:5]=[CH:4][CH:3]=1.C(O)(C(F)(F)F)=O.ClCCl. No catalyst specified. The product is [CH2:1]([O:8][C:9]1[C:10]([CH2:27][N:28]2[CH2:33][CH2:32][NH:31][CH2:30][CH2:29]2)=[C:11]2[C:15](=[CH:16][CH:17]=1)[N:14]([S:18]([C:21]1[CH:26]=[CH:25][CH:24]=[CH:23][CH:22]=1)(=[O:20])=[O:19])[CH:13]=[CH:12]2)[C:2]1[CH:7]=[CH:6][CH:5]=[CH:4][CH:3]=1. The yield is 0.400. (3) The reactants are CS(O[CH2:6][CH2:7][O:8][C:9]1[C:17]2[C:12](=[N:13][CH:14]=[N:15][C:16]=2[NH:18][C:19]2[CH:24]=[CH:23][C:22]([O:25][CH2:26][C:27]3[CH:32]=[CH:31][CH:30]=[CH:29][N:28]=3)=[C:21]([O:33][CH3:34])[CH:20]=2)[NH:11][N:10]=1)(=O)=O.[CH3:35][N:36]1[CH2:41][CH2:40][NH:39][CH2:38][CH2:37]1. No catalyst specified. The product is [CH3:34][O:33][C:21]1[CH:20]=[C:19]([NH:18][C:16]2[N:15]=[CH:14][N:13]=[C:12]3[NH:11][N:10]=[C:9]([O:8][CH2:7][CH2:6][N:39]4[CH2:40][CH2:41][N:36]([CH3:35])[CH2:37][CH2:38]4)[C:17]=23)[CH:24]=[CH:23][C:22]=1[O:25][CH2:26][C:27]1[CH:32]=[CH:31][CH:30]=[CH:29][N:28]=1. The yield is 0.590. (4) The product is [CH3:21][N:22]([CH3:23])[CH2:24][CH2:25][O:17][C:16](=[O:18])[C:15]1[CH:14]=[CH:13][C:12]([O:11][C:9]2[CH:8]=[CH:7][C:6]3[B:2]([OH:1])[O:3][CH2:4][C:5]=3[CH:10]=2)=[CH:20][CH:19]=1. The yield is 0.560. The catalyst is CN(C=O)C. The reactants are [OH:1][B:2]1[C:6]2[CH:7]=[CH:8][C:9]([O:11][C:12]3[CH:20]=[CH:19][C:15]([C:16]([OH:18])=[O:17])=[CH:14][CH:13]=3)=[CH:10][C:5]=2[CH2:4][O:3]1.[CH3:21][N:22]([CH2:24][CH2:25]O)[CH3:23].CCN=C=NCCCN(C)C. (5) The reactants are [CH:1]([C:3]1[CH:18]=[CH:17][C:6]([O:7][C:8]2[CH:16]=[CH:15][C:11]([C:12]([NH2:14])=[O:13])=[CH:10][N:9]=2)=[C:5]([O:19][CH3:20])[CH:4]=1)=O.[N:21]1([CH2:27][CH2:28][NH2:29])[CH2:26][CH2:25][O:24][CH2:23][CH2:22]1. No catalyst specified. The product is [CH3:20][O:19][C:5]1[CH:4]=[C:3]([CH2:1][NH:29][CH2:28][CH2:27][N:21]2[CH2:26][CH2:25][O:24][CH2:23][CH2:22]2)[CH:18]=[CH:17][C:6]=1[O:7][C:8]1[CH:16]=[CH:15][C:11]([C:12]([NH2:14])=[O:13])=[CH:10][N:9]=1. The yield is 0.490. (6) The reactants are CN(C=O)C.[Br:6][C:7]1[CH:8]=[CH:9][CH:10]=[C:11]2[C:15]=1[NH:14][N:13]=[CH:12]2.Br[CH2:17][C:18]1[CH:23]=[CH:22][CH:21]=[C:20]([C:24]([F:27])([F:26])[F:25])[CH:19]=1. The catalyst is O. The product is [Br:6][C:7]1[C:15]2[C:11](=[CH:12][N:13]([CH2:17][C:18]3[CH:23]=[CH:22][CH:21]=[C:20]([C:24]([F:25])([F:26])[F:27])[CH:19]=3)[N:14]=2)[CH:10]=[CH:9][CH:8]=1. The yield is 0.550. (7) The reactants are [C:1]([O:5][C:6]([NH:8][C:9]1[CH:10]=[CH:11][CH:12]=[C:13]2[C:17]=1[NH:16][C:15]([C:18]([O:20]CC)=[O:19])=[CH:14]2)=[O:7])([CH3:4])([CH3:3])[CH3:2].[OH-].[Na+].O1CCCC1. The catalyst is C(O)C. The product is [C:1]([O:5][C:6]([NH:8][C:9]1[CH:10]=[CH:11][CH:12]=[C:13]2[C:17]=1[NH:16][C:15]([C:18]([OH:20])=[O:19])=[CH:14]2)=[O:7])([CH3:4])([CH3:2])[CH3:3]. The yield is 0.940.